This data is from Reaction yield outcomes from USPTO patents with 853,638 reactions. The task is: Predict the reaction yield, written as a fraction of the theoretical maximum amount of product (1.0 means a 100% yield; for example, 0.34 means a 34% yield). (1) The reactants are [Cl:1][C:2]1[CH:7]=[C:6]([Cl:8])[CH:5]=[CH:4][C:3]=1[C:9]1[C:10]([C:29]#[N:30])=[C:11]([C:19]2[CH:24]=[CH:23][N:22]=[C:21](S(C)(=O)=O)[N:20]=2)[S:12][C:13]=1[C:14]1[NH:18][CH:17]=[N:16][N:15]=1.O1CCCC1.[CH3:36][NH2:37]. No catalyst specified. The product is [Cl:1][C:2]1[CH:7]=[C:6]([Cl:8])[CH:5]=[CH:4][C:3]=1[C:9]1[C:10]([C:29]#[N:30])=[C:11]([C:19]2[CH:24]=[CH:23][N:22]=[C:21]([NH:37][CH3:36])[N:20]=2)[S:12][C:13]=1[C:14]1[NH:18][CH:17]=[N:16][N:15]=1. The yield is 0.810. (2) The product is [Cl:30][C:31]1[S:35][C:34](/[CH:36]=[CH:37]/[S:38]([N:19]2[CH2:20][CH2:21][N:16]([CH2:15][CH:12]3[CH2:13][CH2:14][N:9]([C:4]4[CH:5]=[CH:6][C:7](=[O:8])[N:2]([CH3:1])[N:3]=4)[CH2:10][CH2:11]3)[C:17](=[O:22])[CH2:18]2)(=[O:40])=[O:39])=[CH:33][CH:32]=1. The yield is 0.350. The reactants are [CH3:1][N:2]1[C:7](=[O:8])[CH:6]=[CH:5][C:4]([N:9]2[CH2:14][CH2:13][CH:12]([CH2:15][N:16]3[CH2:21][CH2:20][NH:19][CH2:18][C:17]3=[O:22])[CH2:11][CH2:10]2)=[N:3]1.C(N(CC)CC)C.[Cl:30][C:31]1[S:35][C:34](/[CH:36]=[CH:37]/[S:38](Cl)(=[O:40])=[O:39])=[CH:33][CH:32]=1. The catalyst is CN(C)C=O.ClCCl. (3) The yield is 0.610. The product is [NH:33]1[CH:32]=[C:31]([CH2:30][CH2:29][NH:28][CH2:26][C:23]2[CH:22]=[CH:21][C:20]3[C:25](=[C:16]([OH:15])[CH:17]=[CH:18][CH:19]=3)[N:24]=2)[N:35]=[CH:34]1. The catalyst is ClC(Cl)C. The reactants are C(O[BH-](OC(=O)C)OC(=O)C)(=O)C.[Na+].[OH:15][C:16]1[CH:17]=[CH:18][CH:19]=[C:20]2[C:25]=1[N:24]=[C:23]([CH:26]=O)[CH:22]=[CH:21]2.[NH2:28][CH2:29][CH2:30][C:31]1[N:35]=[CH:34][NH:33][CH:32]=1.